Task: Predict the reaction yield, written as a fraction of the theoretical maximum amount of product (1.0 means a 100% yield; for example, 0.34 means a 34% yield).. Dataset: Reaction yield outcomes from USPTO patents with 853,638 reactions The reactants are [CH3:1][O:2][C:3]([NH:5][C@H:6]([C:10]([N:12]1[CH2:16][C@@H:15]([CH2:17][O:18][CH3:19])[CH2:14][C@H:13]1[C:20]1[NH:24][C:23]2[C:25]3[C:30]([CH:31]=[CH:32][C:22]=2[N:21]=1)=[CH:29][C:28]1[C:33]2[C:38]([CH2:39][O:40][C:27]=1[CH:26]=3)=[CH:37][C:36]([C:41]1[NH:45][C:44]([C@@H:46]3[CH2:50][C@H:49]([CH3:51])[CH2:48][N:47]3C(OC(C)(C)C)=O)=[N:43][CH:42]=1)=[CH:35][CH:34]=2)=[O:11])[CH:7](C)[CH3:8])=[O:4].Cl.[CH3:60][O:61][C@H:62]([CH3:72])[C@H:63]([NH:67][C:68]([O:70][CH3:71])=[O:69])[C:64](O)=[O:65].CN([C:76]([O:80]N1N=NC2C=CC=NC1=2)=[N+](C)C)C.F[P-](F)(F)(F)(F)F.CCN(C(C)C)C(C)C. The catalyst is C(Cl)Cl.CO.CCOC(C)=O.CN(C=O)C.CO. The product is [CH3:76][O:80][C@H:7]([CH3:8])[C@H:6]([NH:5][C:3](=[O:4])[O:2][CH3:1])[C:10]([N:12]1[CH2:16][C@@H:15]([CH2:17][O:18][CH3:19])[CH2:14][C@H:13]1[C:20]1[NH:24][C:23]2[C:25]3[C:30]([CH:31]=[CH:32][C:22]=2[N:21]=1)=[CH:29][C:28]1[C:33]2[C:38]([CH2:39][O:40][C:27]=1[CH:26]=3)=[CH:37][C:36]([C:41]1[NH:45][C:44]([C@@H:46]3[CH2:50][C@H:49]([CH3:51])[CH2:48][N:47]3[C:64](=[O:65])[C@H:63]([C@@H:62]([CH3:72])[O:61][CH3:60])[NH:67][C:68]([O:70][CH3:71])=[O:69])=[N:43][CH:42]=1)=[CH:35][CH:34]=2)=[O:11]. The yield is 0.340.